From a dataset of Peptide-MHC class II binding affinity with 134,281 pairs from IEDB. Regression. Given a peptide amino acid sequence and an MHC pseudo amino acid sequence, predict their binding affinity value. This is MHC class II binding data. (1) The peptide sequence is SELYLYKVVKIEPLGVAP. The MHC is HLA-DQA10501-DQB10201 with pseudo-sequence HLA-DQA10501-DQB10201. The binding affinity (normalized) is 0.373. (2) The peptide sequence is LLMLVTPSMTMRCVG. The MHC is DRB1_0301 with pseudo-sequence DRB1_0301. The binding affinity (normalized) is 0.629. (3) The peptide sequence is INEPTAAAIWYGLDR. The MHC is HLA-DQA10102-DQB10602 with pseudo-sequence HLA-DQA10102-DQB10602. The binding affinity (normalized) is 0.818.